This data is from Forward reaction prediction with 1.9M reactions from USPTO patents (1976-2016). The task is: Predict the product of the given reaction. (1) Given the reactants [Cl:1][C:2]1[CH:7]=[CH:6][C:5]([Cl:8])=[CH:4][C:3]=1[C@H:9]([NH:11][C:12]1[C:17]([N+:18]([O-])=O)=[CH:16][N:15]=[C:14]([NH:21][CH2:22][C@@H:23]2[CH2:27][CH2:26][N:25]([C:28]([O:30][C:31]([CH3:34])([CH3:33])[CH3:32])=[O:29])[CH2:24]2)[N:13]=1)[CH3:10], predict the reaction product. The product is: [NH2:18][C:17]1[C:12]([NH:11][C@@H:9]([C:3]2[CH:4]=[C:5]([Cl:8])[CH:6]=[CH:7][C:2]=2[Cl:1])[CH3:10])=[N:13][C:14]([NH:21][CH2:22][C@@H:23]2[CH2:27][CH2:26][N:25]([C:28]([O:30][C:31]([CH3:32])([CH3:33])[CH3:34])=[O:29])[CH2:24]2)=[N:15][CH:16]=1. (2) Given the reactants [F:1][CH:2]([F:23])[O:3][C:4]1[CH:9]=[CH:8][C:7]([C:10]2[CH:18]=[CH:17][CH:16]=[C:15]3[C:11]=2[CH2:12][CH2:13][C:14]3=[O:19])=[C:6]([OH:20])[C:5]=1[O:21][CH3:22].C(=O)([O-])[O-].[K+].[K+].Br[CH2:31][C:32]1([CH2:36][OH:37])[CH2:35][O:34][CH2:33]1, predict the reaction product. The product is: [F:1][CH:2]([F:23])[O:3][C:4]1[CH:9]=[CH:8][C:7]([C:10]2[CH:18]=[CH:17][CH:16]=[C:15]3[C:11]=2[CH2:12][CH2:13][C:14]3=[O:19])=[C:6]([O:20][CH2:31][C:32]2([CH2:36][OH:37])[CH2:35][O:34][CH2:33]2)[C:5]=1[O:21][CH3:22]. (3) Given the reactants [C:1]([O:5][C:6]([NH:8][C@@H:9]([CH:13]1[CH2:15][CH2:14]1)[C:10]([OH:12])=O)=[O:7])([CH3:4])([CH3:3])[CH3:2].C[N:17]1[CH2:22][CH2:21]OC[CH2:18]1.CN(C(ON1N=NC2C=CC=CC1=2)=[N+](C)C)C.[B-](F)(F)(F)F.N1CCC1, predict the reaction product. The product is: [N:17]1([C:10](=[O:12])[C@@H:9]([NH:8][C:6](=[O:7])[O:5][C:1]([CH3:2])([CH3:3])[CH3:4])[CH:13]2[CH2:15][CH2:14]2)[CH2:18][CH2:21][CH2:22]1. (4) Given the reactants C([O:5][C:6]([CH:8]1[CH:12]([C:13]2[CH:18]=[CH:17][CH:16]=[C:15]([Cl:19])[C:14]=2[F:20])[C:11]([C:23]2[CH:28]=[CH:27][C:26]([Cl:29])=[CH:25][C:24]=2[F:30])([C:21]#[N:22])[CH:10]([CH2:31][C:32]([CH3:35])([CH3:34])[CH3:33])[N:9]1[CH2:36][CH2:37][O:38][Si:39]([C:42]([CH3:45])([CH3:44])[CH3:43])([CH3:41])[CH3:40])=[O:7])(C)(C)C.[F:46][C:47]([F:52])([F:51])[C:48]([OH:50])=[O:49], predict the reaction product. The product is: [F:46][C:47]([F:52])([F:51])[C:48]([OH:50])=[O:49].[C:42]([Si:39]([CH3:40])([CH3:41])[O:38][CH2:37][CH2:36][N:9]1[CH:10]([CH2:31][C:32]([CH3:35])([CH3:34])[CH3:33])[C:11]([C:23]2[CH:28]=[CH:27][C:26]([Cl:29])=[CH:25][C:24]=2[F:30])([C:21]#[N:22])[CH:12]([C:13]2[CH:18]=[CH:17][CH:16]=[C:15]([Cl:19])[C:14]=2[F:20])[CH:8]1[C:6]([OH:7])=[O:5])([CH3:43])([CH3:44])[CH3:45]. (5) Given the reactants [F:1][C:2]([F:12])([F:11])[O:3][C:4]1[CH:10]=[CH:9][C:7]([NH2:8])=[CH:6][CH:5]=1.[C:13](=O)([O:19]C(C)(C)C)[O:14][C:15]([CH3:18])([CH3:17])[CH3:16].[OH-].[Na+], predict the reaction product. The product is: [C:13]([NH:8][C:7]1[CH:9]=[CH:10][C:4]([O:3][C:2]([F:11])([F:12])[F:1])=[CH:5][CH:6]=1)([O:14][C:15]([CH3:18])([CH3:17])[CH3:16])=[O:19]. (6) Given the reactants I[C:2]1[CH:3]=[CH:4][C:5]2[N:6]([CH:8]=[C:9]([NH:11][C:12](=[O:18])[O:13][C:14]([CH3:17])([CH3:16])[CH3:15])[N:10]=2)[N:7]=1.[Cl:19][C:20]1[CH:21]=[CH:22][C:23]2[N:24]([C:26]([SH:29])=[N:27][N:28]=2)[CH:25]=1.CC1(C)C2C=CC=C(P(C3C=CC=CC=3)C3C=CC=CC=3)C=2OC2C1=CC=CC=2P(C1C=CC=CC=1)C1C=CC=CC=1.CCN(C(C)C)C(C)C, predict the reaction product. The product is: [Cl:19][C:20]1[CH:21]=[CH:22][C:23]2[N:24]([C:26]([S:29][C:2]3[CH:3]=[CH:4][C:5]4[N:6]([CH:8]=[C:9]([NH:11][C:12](=[O:18])[O:13][C:14]([CH3:17])([CH3:16])[CH3:15])[N:10]=4)[N:7]=3)=[N:27][N:28]=2)[CH:25]=1. (7) Given the reactants [OH:1][C:2]1[CH:7]=[C:6]([Cl:8])[N:5]=[N:4][C:3]=1Cl.[CH:10]1([C:13]2[CH:18]=[CH:17][CH:16]=[C:15]([CH3:19])[C:14]=2[OH:20])[CH2:12][CH2:11]1.COC1C=C(C)C=CC=1.[OH-].[K+].Cl, predict the reaction product. The product is: [Cl:8][C:6]1[N:5]=[N:4][C:3]([O:20][C:14]2[C:15]([CH3:19])=[CH:16][CH:17]=[CH:18][C:13]=2[CH:10]2[CH2:11][CH2:12]2)=[C:2]([OH:1])[CH:7]=1.